From a dataset of Forward reaction prediction with 1.9M reactions from USPTO patents (1976-2016). Predict the product of the given reaction. (1) Given the reactants NC1C=CC(O[CH:7]2[CH2:12][CH2:11][N:10]([C:13]([O:15][C:16]([CH3:19])([CH3:18])[CH3:17])=[O:14])[CH2:9]C2)=CC=1.[CH2:22]([N:26]1[CH:30]=[C:29]([C:31]2[O:35][C:34]([C:36]([OH:38])=O)=[CH:33][CH:32]=2)[CH:28]=[N:27]1)[CH:23]([CH3:25])[CH3:24].C(OC([N:49]1CC(C(O)=O)C1)=O)C1C=CC=CC=1, predict the reaction product. The product is: [CH2:22]([N:26]1[CH:30]=[C:29]([C:31]2[O:35][C:34]([C:36]([NH:49][C@H:7]3[CH2:12][CH2:11][N:10]([C:13]([O:15][C:16]([CH3:17])([CH3:18])[CH3:19])=[O:14])[CH2:9]3)=[O:38])=[CH:33][CH:32]=2)[CH:28]=[N:27]1)[CH:23]([CH3:25])[CH3:24]. (2) Given the reactants [NH2:1][C:2]1[CH:7]=[CH:6][CH:5]=[CH:4][C:3]=1[S:8][CH2:9][C:10]1[CH:19]=[CH:18][CH:17]=[CH:16][C:11]=1[C:12]([O:14][CH3:15])=[O:13].[O:20]1[C:24]2[CH:25]=[CH:26][CH:27]=[CH:28][C:23]=2[CH:22]=[C:21]1[S:29](Cl)(=[O:31])=[O:30], predict the reaction product. The product is: [O:20]1[C:24]2[CH:25]=[CH:26][CH:27]=[CH:28][C:23]=2[CH:22]=[C:21]1[S:29]([NH:1][C:2]1[CH:7]=[CH:6][CH:5]=[CH:4][C:3]=1[S:8][CH2:9][C:10]1[CH:19]=[CH:18][CH:17]=[CH:16][C:11]=1[C:12]([O:14][CH3:15])=[O:13])(=[O:31])=[O:30]. (3) Given the reactants [CH:1]1([S:4]([N:7]2[C:11]3[C:12]4[O:16][C:15]([CH3:17])=[N:14][C:13]=4[C:18]([F:21])=[C:19]([F:20])[C:10]=3[N:9]([C:22]3[CH:27]=[CH:26][C:25]([I:28])=[CH:24][C:23]=3[F:29])C2=O)(=[O:6])=[O:5])[CH2:3][CH2:2]1.[K].FC1C2N=COC=2C(NS(C2CC2)(=O)=O)=C(NC2C=CC(I)=CC=2F)C=1F, predict the reaction product. The product is: [F:21][C:18]1[C:13]2[N:14]=[C:15]([CH3:17])[O:16][C:12]=2[C:11]([NH:7][S:4]([CH:1]2[CH2:3][CH2:2]2)(=[O:6])=[O:5])=[C:10]([NH:9][C:22]2[CH:27]=[CH:26][C:25]([I:28])=[CH:24][C:23]=2[F:29])[C:19]=1[F:20]. (4) Given the reactants [CH:1]1([C:6]([OH:23])([C:17]#[C:18][Si](C)(C)C)[CH2:7][C:8]2[O:13][C:12]([CH3:15])([CH3:14])[O:11][C:10](=[O:16])[CH:9]=2)[CH2:5][CH2:4][CH2:3][CH2:2]1.[F-], predict the reaction product. The product is: [CH:1]1([C:6]([OH:23])([C:17]#[CH:18])[CH2:7][C:8]2[O:13][C:12]([CH3:15])([CH3:14])[O:11][C:10](=[O:16])[CH:9]=2)[CH2:5][CH2:4][CH2:3][CH2:2]1. (5) Given the reactants [F:1][C:2]1[CH:25]=[CH:24][CH:23]=[C:22]([F:26])[C:3]=1[CH2:4][O:5][C:6]1[C:7]2[N:8]([C:13]([C:17]([O:19]CC)=[O:18])=[C:14]([CH3:16])[N:15]=2)[CH:9]=[CH:10][C:11]=1[F:12].[OH-].[Li+], predict the reaction product. The product is: [F:1][C:2]1[CH:25]=[CH:24][CH:23]=[C:22]([F:26])[C:3]=1[CH2:4][O:5][C:6]1[C:7]2[N:8]([C:13]([C:17]([OH:19])=[O:18])=[C:14]([CH3:16])[N:15]=2)[CH:9]=[CH:10][C:11]=1[F:12]. (6) Given the reactants [CH3:1][C:2]1[C:3]([C:12]2[S:13][CH:14]=[CH:15][CH:16]=2)=[N:4][O:5][C:6]=1[C:7]([O:9][CH2:10][CH3:11])=[O:8].C1C(=O)N([Br:24])C(=O)C1.C(OOC(=O)C1C=CC=CC=1)(=O)C1C=CC=CC=1, predict the reaction product. The product is: [Br:24][CH2:1][C:2]1[C:3]([C:12]2[S:13][CH:14]=[CH:15][CH:16]=2)=[N:4][O:5][C:6]=1[C:7]([O:9][CH2:10][CH3:11])=[O:8]. (7) Given the reactants [C:1]([O:5][C:6](=[O:18])[NH:7][C:8]1([C:16]#[CH:17])[CH2:13][O:12][C:11]([CH3:15])([CH3:14])[O:10][CH2:9]1)([CH3:4])([CH3:3])[CH3:2].C#CCCCCCC.Br[C:28]1[CH:33]=[CH:32][C:31]([S:34]([N:37]2[C:45]3[C:40](=[CH:41][CH:42]=[C:43]([O:46][CH3:47])[CH:44]=3)[C:39]([C:48]([C:50]3[CH:55]=[C:54]([O:56][CH3:57])[C:53]([O:58][CH3:59])=[C:52]([O:60][CH3:61])[CH:51]=3)=[O:49])=[CH:38]2)(=[O:36])=[O:35])=[CH:30][CH:29]=1.IC1C=C2C(=CC=1)CN(C(C1C=CC=CC=1)(C1C=CC=CC=1)C1C=CC=CC=1)C2, predict the reaction product. The product is: [C:1]([O:5][C:6](=[O:18])[NH:7][C:8]1([C:16]#[C:17][C:28]2[CH:33]=[CH:32][C:31]([S:34]([N:37]3[C:45]4[C:40](=[CH:41][CH:42]=[C:43]([O:46][CH3:47])[CH:44]=4)[C:39]([C:48](=[O:49])[C:50]4[CH:51]=[C:52]([O:60][CH3:61])[C:53]([O:58][CH3:59])=[C:54]([O:56][CH3:57])[CH:55]=4)=[CH:38]3)(=[O:35])=[O:36])=[CH:30][CH:29]=2)[CH2:13][O:12][C:11]([CH3:15])([CH3:14])[O:10][CH2:9]1)([CH3:4])([CH3:3])[CH3:2]. (8) The product is: [C:8]([OH:10])(=[O:9])[CH3:5].[CH3:1][CH:2]1[CH2:7][NH:6][CH:5]([C:8]([O:10][CH3:11])=[O:9])[CH2:4][CH2:3]1. Given the reactants [CH3:1][C:2]1[CH:3]=[CH:4][C:5]([C:8]([O:10][CH3:11])=[O:9])=[N:6][CH:7]=1, predict the reaction product. (9) The product is: [F:26][C:27]1[CH:28]=[C:29]([N:33]2[C:5]([C:7]3[C:12](=[O:13])[CH:11]=[CH:10][N:9]([C:14]4[CH:19]=[CH:18][CH:17]=[C:16]([O:20][C:21]([F:24])([F:23])[F:22])[CH:15]=4)[N:8]=3)=[CH:4][CH:3]=[N:2]2)[CH:30]=[CH:31][CH:32]=1. Given the reactants C[N:2](C)/[CH:3]=[CH:4]/[C:5]([C:7]1[C:12](=[O:13])[CH:11]=[CH:10][N:9]([C:14]2[CH:19]=[CH:18][CH:17]=[C:16]([O:20][C:21]([F:24])([F:23])[F:22])[CH:15]=2)[N:8]=1)=O.[F:26][C:27]1[CH:28]=[C:29]([NH:33]N)[CH:30]=[CH:31][CH:32]=1, predict the reaction product. (10) Given the reactants [CH3:1][O:2][CH2:3][CH2:4][O:5][C:6]1[CH:7]=[C:8]2[C:20]([NH:21][C:22]3[CH:23]=[CH:24][CH:25]=[C:26]([C:28]#[CH:29])[CH:27]=3)=[N:19][CH:18]=[N:17][C:9]2=[CH:10][C:11]=1[O:12][CH2:13][CH2:14][O:15][CH3:16].FC(F)(F)C([O-])=O.[ClH:37], predict the reaction product. The product is: [CH3:1][O:2][CH2:3][CH2:4][O:5][C:6]1[CH:7]=[C:8]2[C:20]([NH:21][C:22]3[CH:23]=[CH:24][CH:25]=[C:26]([C:28]#[CH:29])[CH:27]=3)=[N:19][CH:18]=[N:17][C:9]2=[CH:10][C:11]=1[O:12][CH2:13][CH2:14][O:15][CH3:16].[ClH:37].